Dataset: Forward reaction prediction with 1.9M reactions from USPTO patents (1976-2016). Task: Predict the product of the given reaction. Given the reactants [F-].C([N+](CCCC)(CCCC)CCCC)CCC.[N:19]1[CH:24]=[CH:23][C:22]([C:25]2[CH:32]=[CH:31][C:28]([CH:29]=[O:30])=[CH:27][CH:26]=2)=[CH:21][CH:20]=1.[F:33][C:34]([Si](C)(C)C)([F:36])[F:35].Cl, predict the reaction product. The product is: [F:33][C:34]([F:36])([F:35])[CH:29]([C:28]1[CH:31]=[CH:32][C:25]([C:22]2[CH:23]=[CH:24][N:19]=[CH:20][CH:21]=2)=[CH:26][CH:27]=1)[OH:30].